Dataset: Catalyst prediction with 721,799 reactions and 888 catalyst types from USPTO. Task: Predict which catalyst facilitates the given reaction. (1) Reactant: [NH2:1][C:2]1[CH:10]=[CH:9][C:8]([O:11][CH3:12])=[CH:7][C:3]=1[C:4]([NH2:6])=[O:5].C(N(CC)CC)C.Cl[C:21](=[O:27])[C:22]([O:24][CH2:25][CH3:26])=[O:23].O. Product: [NH2:6][C:4]([C:3]1[CH:7]=[C:8]([O:11][CH3:12])[CH:9]=[CH:10][C:2]=1[NH:1][C:21](=[O:27])[C:22]([O:24][CH2:25][CH3:26])=[O:23])=[O:5]. The catalyst class is: 1. (2) Reactant: [C:1]1([NH:7][C:8]2[CH:13]=[CH:12][CH:11]=[CH:10][C:9]=2[C:14]2[CH:19]=[CH:18][CH:17]=[CH:16][CH:15]=2)[CH:6]=[CH:5][CH:4]=[CH:3][CH:2]=1.CN(C)C=O.[Br:25]N1C(=O)CCC1=O.C1(C)C=CC=CC=1. Product: [Br:25][C:4]1[CH:3]=[CH:2][C:1]([NH:7][C:8]2[CH:13]=[CH:12][CH:11]=[CH:10][C:9]=2[C:14]2[CH:19]=[CH:18][CH:17]=[CH:16][CH:15]=2)=[CH:6][CH:5]=1. The catalyst class is: 6. (3) Reactant: Cl[CH:2]1[C:7](=[O:8])[CH2:6][C:5]([CH2:14][CH2:15][C:16]2[CH:21]=[CH:20][C:19]([O:22][CH3:23])=[C:18]([Cl:24])[CH:17]=2)([CH:9]2[CH2:13][CH2:12][CH2:11][CH2:10]2)[O:4][C:3]1=[O:25].[N:26]1[CH:31]=[CH:30][CH:29]=[C:28]([C:32]2[NH:33][C:34]([SH:37])=[N:35][N:36]=2)[CH:27]=1. Product: [Cl:24][C:18]1[CH:17]=[C:16]([CH2:15][CH2:14][C:5]2([CH:9]3[CH2:13][CH2:12][CH2:11][CH2:10]3)[O:4][C:3](=[O:25])[C:2]([S:37][C:34]3[NH:33][C:32]([C:28]4[CH:27]=[N:26][CH:31]=[CH:30][CH:29]=4)=[N:36][N:35]=3)=[C:7]([OH:8])[CH2:6]2)[CH:21]=[CH:20][C:19]=1[O:22][CH3:23]. The catalyst class is: 6. (4) Reactant: [Br:1][C:2]1[CH:13]=[CH:12][C:5]2[C:6](=[O:11])[NH:7][S:8](=[O:10])(=[O:9])[C:4]=2[CH:3]=1.[H-].[Na+].[CH3:16][Si:17]([CH2:20][CH2:21][O:22][CH2:23]Cl)([CH3:19])[CH3:18]. Product: [Br:1][C:2]1[CH:13]=[CH:12][C:5]2[C:6](=[O:11])[N:7]([CH2:23][O:22][CH2:21][CH2:20][Si:17]([CH3:19])([CH3:18])[CH3:16])[S:8](=[O:10])(=[O:9])[C:4]=2[CH:3]=1. The catalyst class is: 1.